From a dataset of Forward reaction prediction with 1.9M reactions from USPTO patents (1976-2016). Predict the product of the given reaction. (1) The product is: [N:27]1[CH:28]=[CH:29][C:24]([CH2:23][NH:22][C:21]([C:17]2[CH:16]=[C:15]([C:11]3[CH:12]=[C:13]4[C:8](=[CH:9][CH:10]=3)[NH:7][C:6]([C:4]([OH:5])=[O:3])=[CH:14]4)[CH:20]=[CH:19][N:18]=2)=[O:30])=[CH:25][CH:26]=1. Given the reactants C([O:3][C:4]([C:6]1[NH:7][C:8]2[C:13]([CH:14]=1)=[CH:12][C:11]([C:15]1[CH:20]=[CH:19][N:18]=[C:17]([C:21](=[O:30])[NH:22][CH2:23][C:24]3[CH:29]=[CH:28][N:27]=[CH:26][CH:25]=3)[CH:16]=1)=[CH:10][CH:9]=2)=[O:5])C.[OH-].[Na+].Cl, predict the reaction product. (2) Given the reactants FC1C=C(F)C=CC=1CNC1C(C2C=CC(F)=CC=2F)=CN=C([N:20]2[CH2:25][CH2:24][CH:23]([N:26]3[CH2:31][CH2:30][CH2:29][CH:28]([C:32]([O:34][CH2:35][CH3:36])=[O:33])[CH2:27]3)[CH2:22][CH2:21]2)N=1.ClC1N=C(NCC2C=CC(F)=CC=2F)C(C2C=CC(F)=CC=2F)=CN=1, predict the reaction product. The product is: [CH2:35]([O:34][C:32]([CH:28]1[CH2:29][CH2:30][CH2:31][N:26]([CH:23]2[CH2:22][CH2:21][NH:20][CH2:25][CH2:24]2)[CH2:27]1)=[O:33])[CH3:36]. (3) The product is: [CH2:42]([NH+:43]([CH2:48][CH3:49])[CH2:44][CH3:45])[CH3:41].[OH:25][C:20]1[CH:21]=[CH:22][CH:23]=[CH:24][C:19]=1[C:18]([NH:17][S:16]([O:15][CH2:14][C@H:13]1[O:12][C@@H:11]([N:29]2[C:38]3[N:37]=[CH:36][N:35]=[C:33]([NH2:34])[C:32]=3[N:31]=[CH:30]2)[CH2:10][C@@H:9]1[OH:8])(=[O:27])=[O:28])=[O:26]. Given the reactants [Si]([O:8][C@@H:9]1[C@@H:13]([CH2:14][O:15][S:16](=[O:28])(=[O:27])[NH:17][C:18](=[O:26])[C:19]2[CH:24]=[CH:23][CH:22]=[CH:21][C:20]=2[OH:25])[O:12][C@@H:11]([N:29]2[C:38]3[N:37]=[CH:36][N:35]=[C:33]([NH2:34])[C:32]=3[N:31]=[CH:30]2)[CH2:10]1)(C(C)(C)C)(C)C.CC[CH2:41][CH2:42][N+:43](CCCC)([CH2:48][CH2:49]CC)[CH2:44][CH2:45]CC.[F-], predict the reaction product. (4) Given the reactants [OH:1][C:2]1[CH:17]=[CH:16][C:5]2[C:6](=O)[CH:7]=[C:8]([C:10]([O:12][CH2:13][CH3:14])=[O:11])[O:9][C:4]=2[CH:3]=1, predict the reaction product. The product is: [OH:1][C:2]1[CH:3]=[C:4]2[C:5]([CH2:6][CH2:7][CH:8]([C:10]([O:12][CH2:13][CH3:14])=[O:11])[O:9]2)=[CH:16][CH:17]=1. (5) Given the reactants C1C(=O)N([Cl:8])C(=O)C1.[Br:9][C:10]1[C:14]2[C:15]([NH2:19])=[N:16][CH:17]=[CH:18][C:13]=2[N:12]([C@@H:20]2[CH2:25][CH2:24][CH2:23][NH:22][CH2:21]2)[N:11]=1, predict the reaction product. The product is: [Br:9][C:10]1[C:14]2[C:15]([NH2:19])=[N:16][CH:17]=[C:18]([Cl:8])[C:13]=2[N:12]([C@@H:20]2[CH2:25][CH2:24][CH2:23][NH:22][CH2:21]2)[N:11]=1. (6) The product is: [F:28][CH:24]([F:29])[O:1][C:2]1[CH:7]=[CH:6][N:5]=[C:4]([O:8][C@H:9]2[CH2:14][N:13]([C:15]([O:17][C:18]([CH3:21])([CH3:20])[CH3:19])=[O:16])[C@H:12]([CH3:22])[CH2:11][CH2:10]2)[CH:3]=1. Given the reactants [OH:1][C:2]1[CH:7]=[CH:6][N:5]=[C:4]([O:8][C@H:9]2[CH2:14][N:13]([C:15]([O:17][C:18]([CH3:21])([CH3:20])[CH3:19])=[O:16])[C@H:12]([CH3:22])[CH2:11][CH2:10]2)[CH:3]=1.Cl[C:24]([F:29])([F:28])C([O-])=O.[Na+].C(=O)([O-])[O-].[K+].[K+], predict the reaction product. (7) Given the reactants Br[C:2]1[CH:3]=[C:4]([C:20]([O:22][CH3:23])=[O:21])[CH:5]=[C:6]2[C:11]=1[O:10][C:9]([N:12]1[CH2:17][CH2:16][O:15][C@H:14]([CH3:18])[CH2:13]1)=[CH:8][C:7]2=[O:19].C([Sn](CCCC)(CCCC)[C:29]([O:31]CC)=[CH2:30])CCC.Cl, predict the reaction product. The product is: [C:29]([C:2]1[CH:3]=[C:4]([C:20]([O:22][CH3:23])=[O:21])[CH:5]=[C:6]2[C:11]=1[O:10][C:9]([N:12]1[CH2:17][CH2:16][O:15][C@H:14]([CH3:18])[CH2:13]1)=[CH:8][C:7]2=[O:19])(=[O:31])[CH3:30].